From a dataset of M1 muscarinic receptor antagonist screen with 61,756 compounds. Binary Classification. Given a drug SMILES string, predict its activity (active/inactive) in a high-throughput screening assay against a specified biological target. (1) The molecule is S(=O)(=O)(NC(=O)Nc1cc(ccc1F)C)c1ccc(cc1)C. The result is 0 (inactive). (2) The molecule is O(C(=O)C1CCN(CC1)c1nc(nc2c1oc1c2cccc1)C)CC. The result is 0 (inactive). (3) The molecule is s1c2ncnc(NCCN3CCCCC3)c2cc1CC. The result is 1 (active). (4) The drug is O1C2=C(C3(c4c(N(C3=O)C)cccc4)C(=C1N)C(OCCCC)=O)C(=O)CC(C2)(C)C. The result is 0 (inactive). (5) The molecule is Brc1c(ccc(c1)C(=O)NCC=C)C. The result is 0 (inactive). (6) The drug is O1C23C(C(C1C=C3)C(=O)Nc1c(OC)cc(OC)cc1)C(=O)N(C2)Cc1cccnc1. The result is 0 (inactive). (7) The compound is s1c2n(c(c(n2)C)c2nc(sc2)NCC=C)cc1. The result is 0 (inactive).